The task is: Predict the reaction yield, written as a fraction of the theoretical maximum amount of product (1.0 means a 100% yield; for example, 0.34 means a 34% yield).. This data is from Reaction yield outcomes from USPTO patents with 853,638 reactions. (1) The reactants are [Br:1][C:2]1[CH:25]=[CH:24][C:5]2[C:6]([CH3:23])=[N:7][CH:8]([NH:12][C:13](=[O:22])[O:14][CH2:15][C:16]3[CH:21]=[CH:20][CH:19]=[CH:18][CH:17]=3)[C:9](=[O:11])[NH:10][C:4]=2[CH:3]=1.[C:26](=O)([O-])[O-].[K+].[K+].IC. The catalyst is CN(C)C=O.O.C(OCC)(=O)C. The product is [Br:1][C:2]1[CH:25]=[CH:24][C:5]2[C:6]([CH3:23])=[N:7][CH:8]([NH:12][C:13](=[O:22])[O:14][CH2:15][C:16]3[CH:21]=[CH:20][CH:19]=[CH:18][CH:17]=3)[C:9](=[O:11])[N:10]([CH3:26])[C:4]=2[CH:3]=1. The yield is 0.775. (2) The reactants are [F:1][C:2]1[CH:7]=[CH:6][C:5]([C:8]2[C:16]3[C:11](=[CH:12][CH:13]=[C:14]([C:17]([OH:19])=O)[CH:15]=3)[NH:10][N:9]=2)=[CH:4][CH:3]=1.O.ON1C2C=CC=CC=2N=N1.Cl.CN(C)CCCN=C=NCC.[CH2:43]([CH2:45][NH2:46])[OH:44]. The catalyst is O1CCCC1.O.CN(C)C=O. The product is [F:1][C:2]1[CH:3]=[CH:4][C:5]([C:8]2[C:16]3[C:11](=[CH:12][CH:13]=[C:14]([C:17]([NH:46][CH2:45][CH2:43][OH:44])=[O:19])[CH:15]=3)[NH:10][N:9]=2)=[CH:6][CH:7]=1. The yield is 0.690. (3) The reactants are [C:1]1([S:7]([N:10]2[C:14]3[N:15]=[CH:16][N:17]=[C:18](Cl)[C:13]=3[C:12]([Br:20])=[CH:11]2)(=[O:9])=[O:8])[CH:6]=[CH:5][CH:4]=[CH:3][CH:2]=1.[C:21]([O:25][C:26]([N:28]1[CH2:33][CH2:32][NH:31][CH2:30][CH2:29]1)=[O:27])([CH3:24])([CH3:23])[CH3:22].CCN(C(C)C)C(C)C. The catalyst is CC(O)C. The product is [C:21]([O:25][C:26]([N:28]1[CH2:33][CH2:32][N:31]([C:18]2[C:13]3[C:12]([Br:20])=[CH:11][N:10]([S:7]([C:1]4[CH:6]=[CH:5][CH:4]=[CH:3][CH:2]=4)(=[O:9])=[O:8])[C:14]=3[N:15]=[CH:16][N:17]=2)[CH2:30][CH2:29]1)=[O:27])([CH3:24])([CH3:22])[CH3:23]. The yield is 0.860. (4) The reactants are [OH:1][C:2]1[N:7]=[C:6]2[S:8][C:9]3[CH2:14][CH2:13][CH2:12][CH2:11][C:10]=3[C:5]2=[C:4]([C:15]2[CH:20]=[CH:19][C:18]([CH3:21])=[CH:17][CH:16]=2)[C:3]=1[CH2:22][C:23]([OH:25])=[O:24].S(Cl)(Cl)=O.[CH3:30]O. No catalyst specified. The yield is 0.950. The product is [CH3:30][O:1][C:2]1[N:7]=[C:6]2[S:8][C:9]3[CH2:14][CH2:13][CH2:12][CH2:11][C:10]=3[C:5]2=[C:4]([C:15]2[CH:20]=[CH:19][C:18]([CH3:21])=[CH:17][CH:16]=2)[C:3]=1[CH2:22][C:23]([OH:25])=[O:24]. (5) The reactants are C(OC([NH:8][C:9]1[S:10][C:11]([CH2:19][N:20]2[CH2:25][CH2:24][O:23][CH2:22][CH2:21]2)=[C:12]([C:14]2[O:15][CH:16]=[CH:17][CH:18]=2)[N:13]=1)=O)(C)(C)C. The catalyst is FC(F)(F)C(O)=O. The product is [NH2:8][C:9]1[S:10][C:11]([CH2:19][N:20]2[CH2:21][CH2:22][O:23][CH2:24][CH2:25]2)=[C:12]([C:14]2[O:15][CH:16]=[CH:17][CH:18]=2)[N:13]=1. The yield is 1.00. (6) The reactants are [OH:1][C:2]1[CH:3]=[C:4]([CH:9]=[C:10]([OH:12])[CH:11]=1)[C:5]([O:7][CH3:8])=[O:6].C(=O)([O-])[O-].[K+].[K+].[CH2:19](Br)[C:20]1[CH:25]=[CH:24][CH:23]=[CH:22][CH:21]=1. The catalyst is CN(C=O)C. The product is [CH2:19]([O:1][C:2]1[CH:3]=[C:4]([CH:9]=[C:10]([OH:12])[CH:11]=1)[C:5]([O:7][CH3:8])=[O:6])[C:20]1[CH:25]=[CH:24][CH:23]=[CH:22][CH:21]=1. The yield is 0.210. (7) The reactants are [C:1]([O:5][C:6]([N:8]1[CH2:13][CH2:12][N:11]([C:14]2[CH:19]=[CH:18][C:17]([N+:20]([O-])=O)=[CH:16][N:15]=2)[CH2:10][CH2:9]1)=[O:7])([CH3:4])([CH3:3])[CH3:2]. The catalyst is [C].[Pd].C(O)C. The product is [C:1]([O:5][C:6]([N:8]1[CH2:13][CH2:12][N:11]([C:14]2[CH:19]=[CH:18][C:17]([NH2:20])=[CH:16][N:15]=2)[CH2:10][CH2:9]1)=[O:7])([CH3:4])([CH3:2])[CH3:3]. The yield is 0.680. (8) The reactants are [CH3:1][Mg]Br.[Cl:4][C:5]1[CH:25]=[CH:24][C:8]([C:9]([CH:11]2[CH2:16][CH2:15][N:14]([C:17]([O:19][C:20]([CH3:23])([CH3:22])[CH3:21])=[O:18])[CH2:13][CH2:12]2)=[O:10])=[CH:7][CH:6]=1. The catalyst is C1COCC1. The product is [Cl:4][C:5]1[CH:6]=[CH:7][C:8]([C:9]([CH:11]2[CH2:16][CH2:15][N:14]([C:17]([O:19][C:20]([CH3:21])([CH3:22])[CH3:23])=[O:18])[CH2:13][CH2:12]2)([OH:10])[CH3:1])=[CH:24][CH:25]=1. The yield is 0.920. (9) The reactants are [Cl:1][C:2]1[CH:7]=[C:6](Cl)[CH:5]=[CH:4][N:3]=1.[F:9][C:10]1[CH:11]=[C:12]([OH:17])[CH:13]=[CH:14][C:15]=1[NH2:16]. No catalyst specified. The product is [Cl:1][C:2]1[CH:7]=[C:6]([O:17][C:12]2[CH:13]=[CH:14][C:15]([NH2:16])=[C:10]([F:9])[CH:11]=2)[CH:5]=[CH:4][N:3]=1. The yield is 0.860.